Dataset: Reaction yield outcomes from USPTO patents with 853,638 reactions. Task: Predict the reaction yield, written as a fraction of the theoretical maximum amount of product (1.0 means a 100% yield; for example, 0.34 means a 34% yield). (1) The reactants are [CH:1]1([C:4]([N:6]2[CH2:11][CH2:10][N:9]([C:12]([C:14]3[CH:15]=[C:16]([CH:20]4[C:25]5=[N:26][NH:27][C:28](=[O:33])[C:29]6[CH:30]=[CH:31][CH:32]=[C:23]([C:24]=65)[NH:22][CH:21]4[C:34]4[CH:39]=[CH:38][C:37]([CH:40](OCC)[O:41]CC)=[CH:36][CH:35]=4)[CH:17]=[CH:18][CH:19]=3)=[O:13])[CH2:8][CH2:7]2)=[O:5])[CH2:3][CH2:2]1.C(=O)([O-])[O-].[K+].[K+]. The catalyst is Cl. The product is [CH:1]1([C:4]([N:6]2[CH2:7][CH2:8][N:9]([C:12]([C:14]3[CH:15]=[C:16]([CH:20]4[C:25]5=[N:26][NH:27][C:28](=[O:33])[C:29]6[CH:30]=[CH:31][CH:32]=[C:23]([C:24]=65)[NH:22][CH:21]4[C:34]4[CH:39]=[CH:38][C:37]([CH:40]=[O:41])=[CH:36][CH:35]=4)[CH:17]=[CH:18][CH:19]=3)=[O:13])[CH2:10][CH2:11]2)=[O:5])[CH2:3][CH2:2]1. The yield is 0.0800. (2) The catalyst is C(Cl)(Cl)(Cl)Cl. The product is [Br:22][C:8]1[C:3]([O:2][CH3:1])=[CH:4][C:5]([NH:11][C:12](=[O:14])[CH3:13])=[CH:6][C:7]=1[O:9][CH3:10]. The reactants are [CH3:1][O:2][C:3]1[CH:4]=[C:5]([NH:11][C:12](=[O:14])[CH3:13])[CH:6]=[C:7]([O:9][CH3:10])[CH:8]=1.C1C(=O)N([Br:22])C(=O)C1. The yield is 0.254.